This data is from Reaction yield outcomes from USPTO patents with 853,638 reactions. The task is: Predict the reaction yield, written as a fraction of the theoretical maximum amount of product (1.0 means a 100% yield; for example, 0.34 means a 34% yield). (1) The catalyst is C([O-])(=O)C.[Pd+2].C([O-])(=O)C.C(P(C(C)(C)C)C1C=CC=CC=1C1C=CC=CC=1)(C)(C)C.C1COCC1. The product is [C:1]([C:4]1[CH:5]=[C:6]([C:16]2[CH:17]=[N:18][CH:19]=[CH:20][CH:21]=2)[CH:7]=[CH:8][CH:9]=1)(=[O:3])[CH3:2]. The yield is 0.920. The reactants are [C:1]([C:4]1[CH:5]=[C:6](B(O)O)[CH:7]=[CH:8][CH:9]=1)(=[O:3])[CH3:2].[F-].[K+].Cl[C:16]1[CH:17]=[N:18][CH:19]=[CH:20][CH:21]=1. (2) The reactants are Br[CH2:2][C:3]([C:5]1[CH:6]=[C:7]([CH:10]=[CH:11][CH:12]=1)[C:8]#[N:9])=O.[CH3:13][C:14]([C:17]([NH2:19])=[NH:18])([CH3:16])[CH3:15].Cl.C(=O)([O-])[O-].[K+].[K+].C(#N)C. The catalyst is O. The product is [C:14]([C:17]1[NH:18][CH:2]=[C:3]([C:5]2[CH:6]=[C:7]([CH:10]=[CH:11][CH:12]=2)[C:8]#[N:9])[N:19]=1)([CH3:16])([CH3:15])[CH3:13]. The yield is 0.990.